Dataset: Forward reaction prediction with 1.9M reactions from USPTO patents (1976-2016). Task: Predict the product of the given reaction. (1) Given the reactants C([O-])([O-])=O.[Na+].[Na+].Br[C:8]1[CH:9]=[C:10]([C:14]([CH3:21])([O:16][Si:17]([CH3:20])([CH3:19])[CH3:18])[CH3:15])[CH:11]=[CH:12][CH:13]=1.[CH2:22]([C:24]([C:43]1[CH:56]=[CH:55][C:46]([O:47][CH2:48][C@@H:49]2[O:53][C:52](=[O:54])[CH2:51][CH2:50]2)=[C:45]([CH3:57])[CH:44]=1)([C:27]1[CH:32]=[CH:31][C:30](B2OC(C)(C)C(C)(C)O2)=[C:29]([CH3:42])[CH:28]=1)[CH2:25][CH3:26])[CH3:23].C(OCC)(=O)C, predict the reaction product. The product is: [CH2:22]([C:24]([C:43]1[CH:56]=[CH:55][C:46]([O:47][CH2:48][C@@H:49]2[O:53][C:52](=[O:54])[CH2:51][CH2:50]2)=[C:45]([CH3:57])[CH:44]=1)([C:27]1[CH:32]=[CH:31][C:30]([C:8]2[CH:13]=[CH:12][CH:11]=[C:10]([C:14]([CH3:21])([O:16][Si:17]([CH3:20])([CH3:19])[CH3:18])[CH3:15])[CH:9]=2)=[C:29]([CH3:42])[CH:28]=1)[CH2:25][CH3:26])[CH3:23]. (2) Given the reactants [NH2:1][C:2]1[C:3]([C:8]([NH:10][C@H:11]([C:13]2[N:14]([C:25]3[CH:30]=[CH:29][CH:28]=[CH:27][CH:26]=3)[C:15](=[O:24])[C:16]3[C:21]([CH:22]=2)=[CH:20][CH:19]=[CH:18][C:17]=3Cl)[CH3:12])=[O:9])=[N:4][CH:5]=[CH:6][N:7]=1.[CH3:31][N:32]1[CH:36]=[C:35](B(O)O)[CH:34]=[N:33]1.C([O-])([O-])=O.[Na+].[Na+], predict the reaction product. The product is: [NH2:1][C:2]1[C:3]([C:8]([NH:10][C@H:11]([C:13]2[N:14]([C:25]3[CH:30]=[CH:29][CH:28]=[CH:27][CH:26]=3)[C:15](=[O:24])[C:16]3[C:21]([CH:22]=2)=[CH:20][CH:19]=[CH:18][C:17]=3[C:35]2[CH:34]=[N:33][N:32]([CH3:31])[CH:36]=2)[CH3:12])=[O:9])=[N:4][CH:5]=[CH:6][N:7]=1. (3) Given the reactants Cl[C:2]1[C:3]([C:24]#[N:25])=[C:4]([C:14]2[CH:19]=[CH:18][C:17]([O:20][CH2:21][CH2:22][OH:23])=[CH:16][CH:15]=2)[C:5]2[C:10](=[O:11])[NH:9][C:8](=[O:12])[NH:7][C:6]=2[N:13]=1.[S-2:26].[Na+].[Na+].Cl[CH2:30][C:31]1[N:32]=[C:33]([C:36]2[CH:41]=[CH:40][C:39]([Cl:42])=[CH:38][CH:37]=2)[S:34][CH:35]=1.C(=O)(O)[O-].[Na+], predict the reaction product. The product is: [Cl:42][C:39]1[CH:40]=[CH:41][C:36]([C:33]2[S:34][CH:35]=[C:31]([CH2:30][S:26][C:2]3[C:3]([C:24]#[N:25])=[C:4]([C:14]4[CH:15]=[CH:16][C:17]([O:20][CH2:21][CH2:22][OH:23])=[CH:18][CH:19]=4)[C:5]4[C:10](=[O:11])[NH:9][C:8](=[O:12])[NH:7][C:6]=4[N:13]=3)[N:32]=2)=[CH:37][CH:38]=1.